Predict the product of the given reaction. From a dataset of Forward reaction prediction with 1.9M reactions from USPTO patents (1976-2016). (1) Given the reactants [CH2:1]([C:3]1[CH:12]=[CH:11][C:10]2[C:5](=[CH:6][CH:7]=[CH:8][CH:9]=2)[N:4]=1)[CH3:2].[CH3:13]I, predict the reaction product. The product is: [CH:1]([C:3]1[CH:12]=[CH:11][C:10]2[C:5](=[CH:6][CH:7]=[CH:8][CH:9]=2)[N:4]=1)([CH3:13])[CH3:2]. (2) Given the reactants [N+:1]([C:4]1[CH:5]=[C:6]([C:13]2[N:17]([CH3:18])[N:16]=[CH:15][CH:14]=2)[CH:7]=[C:8]([N+:10]([O-:12])=[O:11])[CH:9]=1)([O-:3])=[O:2].[Br:19]Br, predict the reaction product. The product is: [Br:19][C:14]1[CH:15]=[N:16][N:17]([CH3:18])[C:13]=1[C:6]1[CH:5]=[C:4]([N+:1]([O-:3])=[O:2])[CH:9]=[C:8]([N+:10]([O-:12])=[O:11])[CH:7]=1.